Dataset: Forward reaction prediction with 1.9M reactions from USPTO patents (1976-2016). Task: Predict the product of the given reaction. (1) Given the reactants [C:1]([N:4]1[C:12]2[C:7](=[C:8]([Br:13])[CH:9]=[CH:10][CH:11]=2)[C:6](C=O)=[CH:5]1)(=[O:3])[CH3:2].ClC1C=CC=C(C(OO)=[O:24])C=1, predict the reaction product. The product is: [C:1]([N:4]1[C:12]2[C:7](=[C:8]([Br:13])[CH:9]=[CH:10][CH:11]=2)[C:6](=[O:24])[CH2:5]1)(=[O:3])[CH3:2]. (2) Given the reactants CON(C)[C:4](=[O:18])[C:5]1[CH:16]=[C:15]([CH3:17])[CH:14]=[C:7]([C:8]([N:10]([O:12][CH3:13])[CH3:11])=[O:9])[CH:6]=1.C1COCC1.[C:25]1([Mg]Br)[CH:30]=[CH:29][CH:28]=[CH:27][CH:26]=1, predict the reaction product. The product is: [C:4]([C:5]1[CH:6]=[C:7]([CH:14]=[C:15]([CH3:17])[CH:16]=1)[C:8]([N:10]([O:12][CH3:13])[CH3:11])=[O:9])(=[O:18])[C:25]1[CH:30]=[CH:29][CH:28]=[CH:27][CH:26]=1. (3) Given the reactants [Br:1][C:2]1[CH:7]=[C:6]([F:8])[C:5]([O:9]C)=[C:4]([CH:11]([CH3:13])[CH3:12])[CH:3]=1.B(Br)(Br)Br, predict the reaction product. The product is: [Br:1][C:2]1[CH:7]=[C:6]([F:8])[C:5]([OH:9])=[C:4]([CH:11]([CH3:13])[CH3:12])[CH:3]=1. (4) Given the reactants Br[C:2]1[C:7]([NH2:8])=[CH:6][C:5]([F:9])=[CH:4][N:3]=1.CCN(CC)CC.[C:17]([OH:22])(=[O:21])[C:18]([CH3:20])=O, predict the reaction product. The product is: [F:9][C:5]1[CH:6]=[C:7]2[NH:8][C:18]([C:17]([OH:22])=[O:21])=[CH:20][C:2]2=[N:3][CH:4]=1.